Dataset: Reaction yield outcomes from USPTO patents with 853,638 reactions. Task: Predict the reaction yield, written as a fraction of the theoretical maximum amount of product (1.0 means a 100% yield; for example, 0.34 means a 34% yield). (1) The reactants are [NH2:1][C:2]1[NH:7][C:6](=[O:8])[C:5]2=[CH:9][N:10]=[C:11]([C@H:12]3[CH2:17][CH2:16][C@H:15]([C:18]([O:20][CH3:21])=[O:19])[CH2:14][CH2:13]3)[N:4]2[N:3]=1.[I:22]N1C(=O)CCC1=O. The catalyst is CN(C=O)C. The product is [NH2:1][C:2]1[NH:7][C:6](=[O:8])[C:5]2=[C:9]([I:22])[N:10]=[C:11]([C@H:12]3[CH2:13][CH2:14][C@H:15]([C:18]([O:20][CH3:21])=[O:19])[CH2:16][CH2:17]3)[N:4]2[N:3]=1. The yield is 0.799. (2) The reactants are [Br:1][C:2]1[CH:3]=[C:4]2[C:8](=[CH:9][CH:10]=1)[C:7](=O)[CH2:6][CH2:5]2.Cl.[O:13]([NH2:15])[CH3:14].N1C=CC=CC=1. The catalyst is C(O)C. The product is [CH3:14][O:13]/[N:15]=[C:7]1\[CH2:6][CH2:5][C:4]2[C:8]\1=[CH:9][CH:10]=[C:2]([Br:1])[CH:3]=2. The yield is 0.980. (3) The reactants are [OH-].[K+].[C:3]([O:7][C:8]([N:10]1[CH2:15][CH2:14][CH:13]([C:16]2[NH:17][CH:18]=[C:19]([C:21]3[CH:26]=[CH:25][C:24]([F:27])=[C:23]([Cl:28])[CH:22]=3)[N:20]=2)[CH2:12][CH2:11]1)=[O:9])([CH3:6])([CH3:5])[CH3:4].CS(C)=O.Cl.[CH2:34]([N:41]([CH2:43][CH2:44]Cl)[CH3:42])[C:35]1[CH:40]=[CH:39][CH:38]=[CH:37][CH:36]=1. The catalyst is C(Cl)Cl.O.[Cl-].[Na+].O. The product is [C:3]([O:7][C:8]([N:10]1[CH2:15][CH2:14][CH:13]([C:16]2[N:17]([CH2:44][CH2:43][N:41]([CH2:34][C:35]3[CH:40]=[CH:39][CH:38]=[CH:37][CH:36]=3)[CH3:42])[CH:18]=[C:19]([C:21]3[CH:26]=[CH:25][C:24]([F:27])=[C:23]([Cl:28])[CH:22]=3)[N:20]=2)[CH2:12][CH2:11]1)=[O:9])([CH3:6])([CH3:4])[CH3:5]. The yield is 0.790. (4) The reactants are [NH2:1][C:2]1[CH:3]=[CH:4][C:5]([CH3:12])=[C:6]([NH:8][C:9](=[O:11])C)[CH:7]=1.[H-].[Na+].[CH3:15][O:16][C:17]([C:19]1OC(Cl)=[N:21][CH:20]=1)=[O:18]. The catalyst is C1COCC1. The product is [CH3:15][O:16][C:17]([C:19]1[O:11][C:9]([NH:8][C:6]2[CH:7]=[C:2]([NH2:1])[CH:3]=[CH:4][C:5]=2[CH3:12])=[N:21][CH:20]=1)=[O:18]. The yield is 0.710.